This data is from Full USPTO retrosynthesis dataset with 1.9M reactions from patents (1976-2016). The task is: Predict the reactants needed to synthesize the given product. (1) Given the product [Cl:26][C:27]1[CH:32]=[C:31]([Cl:33])[CH:30]=[CH:29][C:28]=1[S:34]([NH:1][C:2]1[C:10]([O:11][C:12]2[CH:17]=[CH:16][C:15]([CH2:18][C:19]([O:21][CH3:22])=[O:20])=[CH:14][C:13]=2[O:23][CH3:24])=[CH:9][CH:8]=[C:7]2[C:3]=1[CH:4]=[C:5]([CH3:25])[NH:6]2)(=[O:36])=[O:35], predict the reactants needed to synthesize it. The reactants are: [NH2:1][C:2]1[C:10]([O:11][C:12]2[CH:17]=[CH:16][C:15]([CH2:18][C:19]([O:21][CH3:22])=[O:20])=[CH:14][C:13]=2[O:23][CH3:24])=[CH:9][CH:8]=[C:7]2[C:3]=1[CH:4]=[C:5]([CH3:25])[NH:6]2.[Cl:26][C:27]1[CH:32]=[C:31]([Cl:33])[CH:30]=[CH:29][C:28]=1[S:34](Cl)(=[O:36])=[O:35]. (2) Given the product [N:2]([C:15]([C:12]1[CH:13]=[CH:14][C:9]([F:8])=[CH:10][CH:11]=1)([C:23]1[CH:28]=[CH:27][C:26]([F:29])=[CH:25][CH:24]=1)[C@@H:17]([NH2:16])[CH2:18][O:19][CH2:20][O:21][CH3:22])=[N+:3]=[N-:4], predict the reactants needed to synthesize it. The reactants are: O.[N-:2]=[N+:3]=[N-:4].[Na+].[Cl-].[NH4+].[F:8][C:9]1[CH:14]=[CH:13][C:12]([C:15]2([C:23]3[CH:28]=[CH:27][C:26]([F:29])=[CH:25][CH:24]=3)[C@H:17]([CH2:18][O:19][CH2:20][O:21][CH3:22])[NH:16]2)=[CH:11][CH:10]=1. (3) Given the product [CH3:1][C:2]1[C:7]([NH:8][C:27](=[O:28])[CH2:26][C:23]2[CH:24]=[CH:25][CH:20]=[CH:21][CH:22]=2)=[CH:6][CH:5]=[C:4]([N:9]2[CH2:13][CH2:12][C@H:11]([N:14]3[CH2:18][CH2:17][CH2:16][C@@H:15]3[CH3:19])[CH2:10]2)[N:3]=1, predict the reactants needed to synthesize it. The reactants are: [CH3:1][C:2]1[C:7]([NH2:8])=[CH:6][CH:5]=[C:4]([N:9]2[CH2:13][CH2:12][C@H:11]([N:14]3[CH2:18][CH2:17][CH2:16][C@@H:15]3[CH3:19])[CH2:10]2)[N:3]=1.[CH:20]1[CH:25]=[CH:24][C:23]([CH2:26][C:27](Cl)=[O:28])=[CH:22][CH:21]=1.